Dataset: Forward reaction prediction with 1.9M reactions from USPTO patents (1976-2016). Task: Predict the product of the given reaction. Given the reactants [NH:1]1[CH:5]=[CH:4][C:3]([C@@H:6]([NH:8][C:9]([C:11]2[C:19]3[C:14](=[N:15][CH:16]=[C:17]([CH:20]4[CH2:22][CH2:21]4)[N:18]=3)[N:13](COCC[Si](C)(C)C)[CH:12]=2)=[O:10])[CH3:7])=[N:2]1.Cl.C([O-])([O-])=O.[K+].[K+], predict the reaction product. The product is: [NH:1]1[CH:5]=[CH:4][C:3]([C@@H:6]([NH:8][C:9]([C:11]2[C:19]3[C:14](=[N:15][CH:16]=[C:17]([CH:20]4[CH2:22][CH2:21]4)[N:18]=3)[NH:13][CH:12]=2)=[O:10])[CH3:7])=[N:2]1.